Dataset: Full USPTO retrosynthesis dataset with 1.9M reactions from patents (1976-2016). Task: Predict the reactants needed to synthesize the given product. (1) The reactants are: Cl[C:2]1[N:7]=[CH:6][C:5]2[CH:8]=[N:9][N:10]([CH:11]3[CH2:16][CH2:15][CH2:14][CH2:13][O:12]3)[C:4]=2[CH:3]=1.[F:17][C:18]1[CH:32]=[C:31](B2OC(C)(C)C(C)(C)O2)[C:30]([CH2:42][C:43]([F:46])([F:45])[F:44])=[CH:29][C:19]=1[O:20][CH2:21][O:22][CH2:23][CH2:24][Si:25]([CH3:28])([CH3:27])[CH3:26]. Given the product [F:17][C:18]1[C:19]([O:20][CH2:21][O:22][CH2:23][CH2:24][Si:25]([CH3:26])([CH3:28])[CH3:27])=[CH:29][C:30]([CH2:42][C:43]([F:46])([F:45])[F:44])=[C:31]([C:2]2[N:7]=[CH:6][C:5]3[CH:8]=[N:9][N:10]([CH:11]4[CH2:16][CH2:15][CH2:14][CH2:13][O:12]4)[C:4]=3[CH:3]=2)[CH:32]=1, predict the reactants needed to synthesize it. (2) The reactants are: [CH2:1]([O:8][C:9]([N:11]1[CH2:15][CH2:14][CH:13]([O:16][CH3:17])[CH:12]1[C:18](O)=[O:19])=[O:10])[C:2]1[CH:7]=[CH:6][CH:5]=[CH:4][CH:3]=1.CSC. Given the product [CH2:1]([O:8][C:9]([N:11]1[CH2:15][CH2:14][CH:13]([O:16][CH3:17])[CH:12]1[CH2:18][OH:19])=[O:10])[C:2]1[CH:7]=[CH:6][CH:5]=[CH:4][CH:3]=1, predict the reactants needed to synthesize it. (3) The reactants are: [C:1]([C:5]1[CH:10]=[CH:9][C:8]([OH:11])=[C:7]([C:12]([CH3:17])([CH3:16])[CH2:13][CH2:14][OH:15])[CH:6]=1)([CH3:4])([CH3:3])[CH3:2].[CH2:18](Br)[C:19]1[CH:24]=[CH:23][CH:22]=[CH:21][CH:20]=1.C(=O)([O-])[O-].[K+].[K+]. Given the product [CH2:18]([O:11][C:8]1[CH:9]=[CH:10][C:5]([C:1]([CH3:4])([CH3:2])[CH3:3])=[CH:6][C:7]=1[C:12]([CH3:17])([CH3:16])[CH2:13][CH2:14][OH:15])[C:19]1[CH:24]=[CH:23][CH:22]=[CH:21][CH:20]=1, predict the reactants needed to synthesize it. (4) Given the product [C:18]([O:22][C:23](=[O:34])[NH:24][C@H:25]1[CH2:26][CH2:27][C@H:28]([CH2:31][CH2:32][N:14]2[CH2:13][CH2:12][CH:11]([C:8]3[C:7]4[CH:17]=[C:3]([Cl:2])[CH:4]=[CH:5][C:6]=4[O:10][N:9]=3)[CH2:16][CH2:15]2)[CH2:29][CH2:30]1)([CH3:21])([CH3:20])[CH3:19], predict the reactants needed to synthesize it. The reactants are: Cl.[Cl:2][C:3]1[CH:4]=[CH:5][C:6]2[O:10][N:9]=[C:8]([CH:11]3[CH2:16][CH2:15][NH:14][CH2:13][CH2:12]3)[C:7]=2[CH:17]=1.[C:18]([O:22][C:23](=[O:34])[NH:24][C@H:25]1[CH2:30][CH2:29][C@H:28]([CH2:31][CH:32]=O)[CH2:27][CH2:26]1)([CH3:21])([CH3:20])[CH3:19]. (5) The reactants are: [Cl:1][C:2]1[CH:3]=[C:4]2[C:8](=[CH:9][CH:10]=1)[NH:7][C:6]([C:11]([NH:13][NH2:14])=[O:12])=[CH:5]2.C(N(CC)CC)C.[C:22]1([CH2:28][C:29](Cl)=[O:30])[CH:27]=[CH:26][CH:25]=[CH:24][CH:23]=1.C(=O)([O-])O.[Na+]. Given the product [C:22]1([CH2:28][C:29]([N:13]([C:11]([C:6]2[NH:7][C:8]3[C:4]([CH:5]=2)=[CH:3][C:2]([Cl:1])=[CH:10][CH:9]=3)=[O:12])[NH2:14])=[O:30])[CH:27]=[CH:26][CH:25]=[CH:24][CH:23]=1, predict the reactants needed to synthesize it. (6) Given the product [N+:12]([C:6]1[C:7]([C:43]2[S:42][CH:46]=[CH:45][CH:44]=2)=[CH:8][CH:9]=[CH:10][C:5]=1[OH:4])([O-:14])=[O:13], predict the reactants needed to synthesize it. The reactants are: C([O:4][C:5]1[CH:10]=[CH:9][C:8](Br)=[CH:7][C:6]=1[N+:12]([O-:14])=[O:13])(=O)C.NC1C=CC(B2OC(C)(C)C(C)(C)O2)=CC=1NC(=O)C1C=CC(OC)=CC=1.[S:42]1[CH:46]=[CH:45][CH:44]=[C:43]1B(O)O. (7) Given the product [Cl:14][C:7]1[N:6]=[C:5]([C:9]([OH:11])=[O:10])[CH:4]=[CH:3][C:2]=1[CH3:1], predict the reactants needed to synthesize it. The reactants are: [CH3:1][C:2]1[CH:7]=[N+:6]([O-])[C:5]([C:9]([OH:11])=[O:10])=[CH:4][CH:3]=1.P(Cl)(Cl)([Cl:14])=O. (8) Given the product [CH3:49][O:48][C:45]1[CH:44]=[CH:43][C:42]([C:35]([C:32]2[CH:31]=[CH:30][C:29]([O:28][CH3:27])=[CH:34][CH:33]=2)([C:36]2[CH:41]=[CH:40][CH:39]=[CH:38][CH:37]=2)[NH:17][C:10]2[CH2:11][O:12][CH2:13][C:14]([F:16])([F:15])[C@:8]([C:6]3[CH:7]=[C:2]([Br:1])[CH:3]=[CH:4][C:5]=3[F:19])([CH3:18])[N:9]=2)=[CH:47][CH:46]=1, predict the reactants needed to synthesize it. The reactants are: [Br:1][C:2]1[CH:3]=[CH:4][C:5]([F:19])=[C:6]([C@:8]2([CH3:18])[C:14]([F:16])([F:15])[CH2:13][O:12][CH2:11][C:10]([NH2:17])=[N:9]2)[CH:7]=1.CCN(CC)CC.[CH3:27][O:28][C:29]1[CH:34]=[CH:33][C:32]([C:35](Cl)([C:42]2[CH:47]=[CH:46][C:45]([O:48][CH3:49])=[CH:44][CH:43]=2)[C:36]2[CH:41]=[CH:40][CH:39]=[CH:38][CH:37]=2)=[CH:31][CH:30]=1.